Dataset: CYP2C19 inhibition data for predicting drug metabolism from PubChem BioAssay. Task: Regression/Classification. Given a drug SMILES string, predict its absorption, distribution, metabolism, or excretion properties. Task type varies by dataset: regression for continuous measurements (e.g., permeability, clearance, half-life) or binary classification for categorical outcomes (e.g., BBB penetration, CYP inhibition). Dataset: cyp2c19_veith. (1) The molecule is Cc1ccc(C(C(=O)NC2CCCCC2)N(CC2CCCO2)C(=O)CNC(=O)c2cccs2)cc1. The result is 1 (inhibitor). (2) The drug is C1CCN2C[C@@H]3C[C@@H](CN4CCCC[C@H]34)[C@H]2C1. The result is 0 (non-inhibitor). (3) The compound is CCC1CCCCN1CCCNC(=O)Cn1nc(-c2ccc(C)cc2)ccc1=O. The result is 0 (non-inhibitor). (4) The molecule is CCC(C)(C)n1nnnc1C(c1ccc(C)cc1)N1CCC(C)CC1.Cl. The result is 1 (inhibitor). (5) The drug is Cc1ccc(S(=O)(=O)N2CCN(S(C)(=O)=O)C2)cc1. The result is 1 (inhibitor). (6) The drug is CCCc1cc2c(cc1NC(=O)c1ccccc1C)OCO2. The result is 1 (inhibitor). (7) The drug is Cc1nn(C)c(Cl)c1NC(=O)OCc1ccc(Cl)cc1Cl. The result is 1 (inhibitor).